From a dataset of Retrosynthesis with 50K atom-mapped reactions and 10 reaction types from USPTO. Predict the reactants needed to synthesize the given product. (1) Given the product NNC(=O)C(CCCCl)c1cc(F)c(F)c(F)c1, predict the reactants needed to synthesize it. The reactants are: CC(C)(C)OC(=O)NNC(=O)C(CCCCl)c1cc(F)c(F)c(F)c1. (2) Given the product CSc1sc(C(=N)N)cc1S(=O)(=O)c1cccc(-c2c(C)cccc2COCCC(=O)O)c1, predict the reactants needed to synthesize it. The reactants are: CSc1sc(C(=N)NC(=O)OC(C)(C)C)cc1S(=O)(=O)c1cccc(-c2c(C)cccc2COCCC(=O)O)c1. (3) Given the product CCOC(=O)CCCN(C(=O)OC(C)(C)C)c1c(C)cc(C)cc1C(=O)OC, predict the reactants needed to synthesize it. The reactants are: CCOC(=O)CCCBr.COC(=O)c1cc(C)cc(C)c1NC(=O)OC(C)(C)C. (4) The reactants are: CC(C)(C)OC(=O)N(CCOc1cc(Cl)cc(C(=O)O)c1)c1ccncc1.Fc1ccccc1NCCCn1ncnn1. Given the product CC(C)(C)OC(=O)N(CCOc1cc(Cl)cc(C(=O)N(CCCn2ncnn2)c2ccccc2F)c1)c1ccncc1, predict the reactants needed to synthesize it. (5) Given the product CCCCCCCCCCC=Cc1cn(C(c2ccccc2)(c2ccccc2)c2ccccc2)cn1, predict the reactants needed to synthesize it. The reactants are: CCCCCCCCCCC[P+](c1ccccc1)(c1ccccc1)c1ccccc1.O=Cc1cn(C(c2ccccc2)(c2ccccc2)c2ccccc2)cn1. (6) Given the product BrCCSc1cccs1, predict the reactants needed to synthesize it. The reactants are: BrCCBr.Sc1cccs1. (7) Given the product CC1(C)OB(c2csc(CC#N)c2)OC1(C)C, predict the reactants needed to synthesize it. The reactants are: CC1(C)OB(B2OC(C)(C)C(C)(C)O2)OC1(C)C.N#CCc1cc(Br)cs1. (8) Given the product CCOc1nc(C(C)(C)C)ncc1C1=NC(C)(c2ccc(Cl)cc2)C(C)(c2ccc(Cl)cc2)N1C(=O)N1CCC(N2CCCC(O)C2)CC1, predict the reactants needed to synthesize it. The reactants are: CCOc1nc(C(C)(C)C)ncc1C1=NC(C)(c2ccc(Cl)cc2)C(C)(c2ccc(Cl)cc2)N1C(=O)Cl.OC1CCCN(C2CCNCC2)C1. (9) The reactants are: COC(=O)CBr.OCCc1coc2c(O)cccc12. Given the product COC(=O)COc1cccc2c(CCO)coc12, predict the reactants needed to synthesize it. (10) Given the product O=C1c2ccc(O)cc2CCN1Cc1ccc(OCC2CC2)cc1, predict the reactants needed to synthesize it. The reactants are: COc1ccc2c(c1)CCN(Cc1ccc(OCC3CC3)cc1)C2=O.